From a dataset of Reaction yield outcomes from USPTO patents with 853,638 reactions. Predict the reaction yield, written as a fraction of the theoretical maximum amount of product (1.0 means a 100% yield; for example, 0.34 means a 34% yield). (1) The reactants are Br[C:2]1[CH:3]=[C:4]([N:8]2[CH2:13][CH2:12][CH:11]([NH:14][C:15](=[O:19])[CH2:16][O:17][CH3:18])[CH2:10][CH2:9]2)[CH:5]=[CH:6][CH:7]=1.[B:20]1([B:20]2[O:24][C:23]([CH3:26])([CH3:25])[C:22]([CH3:28])([CH3:27])[O:21]2)[O:24][C:23]([CH3:26])([CH3:25])[C:22]([CH3:28])([CH3:27])[O:21]1.C(Cl)Cl.C([O-])(=O)C. The catalyst is O1CCOCC1.C1C=CC(P(C2C=CC=CC=2)[C-]2C=CC=C2)=CC=1.C1C=CC(P(C2C=CC=CC=2)[C-]2C=CC=C2)=CC=1.Cl[Pd]Cl.[Fe+2]. The product is [CH3:18][O:17][CH2:16][C:15]([NH:14][CH:11]1[CH2:12][CH2:13][N:8]([C:4]2[CH:5]=[CH:6][CH:7]=[C:2]([B:20]3[O:24][C:23]([CH3:26])([CH3:25])[C:22]([CH3:28])([CH3:27])[O:21]3)[CH:3]=2)[CH2:9][CH2:10]1)=[O:19]. The yield is 0.810. (2) The reactants are [CH2:1]1[O:9][CH:2]1[C:3]1[CH:8]=[CH:7][CH:6]=[CH:5][CH:4]=1.O.[OH-].[NH4+]. The catalyst is [N+](C1C=CC(C(O)=O)=CC=1)([O-])=O. The product is [CH2:1]1[O:9][C@H:2]1[C:3]1[CH:8]=[CH:7][CH:6]=[CH:5][CH:4]=1. The yield is 0.679. (3) The reactants are [NH2:1][C:2]1[C:11]([F:12])=[C:10]([NH:13][CH2:14][CH2:15][NH:16][C:17]2[CH:22]=[CH:21][CH:20]=[CH:19][N:18]=2)[C:9]([O:23][CH3:24])=[C:8]2[C:3]=1[C:4](=[O:31])[C:5]([C:28]([OH:30])=[O:29])=[CH:6][N:7]2[CH:25]1[CH2:27][CH2:26]1.OS(O)(=O)=O.C([O-])(O)=O.[Na+].[CH3:42][CH2:43]O. No catalyst specified. The product is [NH2:1][C:2]1[C:11]([F:12])=[C:10]([NH:13][CH2:14][CH2:15][NH:16][C:17]2[CH:22]=[CH:21][CH:20]=[CH:19][N:18]=2)[C:9]([O:23][CH3:24])=[C:8]2[C:3]=1[C:4](=[O:31])[C:5]([C:28]([O:30][CH2:42][CH3:43])=[O:29])=[CH:6][N:7]2[CH:25]1[CH2:27][CH2:26]1. The yield is 0.440. (4) The reactants are [N+:1]([C:4]1[C:5]([C:28](OCC)=[O:29])=[N:6][C:7]([NH:19][C:20]2[CH:25]=[CH:24][CH:23]=[CH:22][C:21]=2[CH2:26][OH:27])=[N:8][C:9]=1[NH:10][C:11]1[CH:16]=[CH:15][CH:14]=[CH:13][C:12]=1[O:17][CH3:18])([O-])=O.ClC1N=C([C:40](OCC)=[O:41])C([N+]([O-])=O)=C(NC2C=CC=CC=2OC)N=1.[NH2:57]C1C=CC=CC=1CO.C(N(C(C)C)CC)(C)C. The catalyst is CN(C)C=O. The product is [OH:27][CH2:26][C:21]1[CH:22]=[CH:23][CH:24]=[CH:25][C:20]=1[NH:19][C:7]1[N:8]=[C:9]2[C:4]([NH:1][C:40](=[O:41])[N:10]2[C:11]2[CH:16]=[CH:15][CH:14]=[CH:13][C:12]=2[O:17][CH3:18])=[C:5]([C:28]([NH2:57])=[O:29])[N:6]=1. The yield is 0.860. (5) The product is [Br:2][C:3]1[CH:4]=[C:5]([Cl:1])[CH:7]=[CH:8][C:9]=1[CH:10]([CH3:12])[CH3:11]. The catalyst is O.[Cu]Cl.S(N)(=O)(=O)O. The yield is 0.590. The reactants are [ClH:1].[Br:2][C:3]1[CH:4]=[C:5]([CH:7]=[CH:8][C:9]=1[CH:10]([CH3:12])[CH3:11])N.N([O-])=O.[Na+]. (6) The reactants are Cl[C:2]1[C:3]([C:21]([CH:23]2[CH2:27][CH2:26][C@@H:25]([N:28]([CH2:36][C:37]3[CH:42]=[CH:41][CH:40]=[CH:39][CH:38]=3)[CH2:29][C:30]3[CH:35]=[CH:34][CH:33]=[CH:32][CH:31]=3)[CH2:24]2)=O)=[C:4]2[CH:10]=[CH:9][N:8]([Si](C(C)C)(C(C)C)C(C)C)[C:5]2=[N:6][CH:7]=1.[NH2:43][NH2:44].CC(O)=O.CC(C)([O-])C.[Na+]. The catalyst is CCO.CN1C(=O)CCC1.C([O-])(=O)C.[Pd+2].C([O-])(=O)C.C1(P(C(C)(C)C)F)CCCCC1. The product is [CH2:36]([N:28]([CH2:29][C:30]1[CH:35]=[CH:34][CH:33]=[CH:32][CH:31]=1)[CH:25]1[CH2:26][CH2:27][C@@H:23]([C:21]2[C:3]3=[C:4]4[CH:10]=[CH:9][NH:8][C:5]4=[N:6][CH:7]=[C:2]3[NH:44][N:43]=2)[CH2:24]1)[C:37]1[CH:42]=[CH:41][CH:40]=[CH:39][CH:38]=1. The yield is 1.00. (7) The reactants are [N+:1]([C:4]1[CH:5]=[C:6]([CH:8]=[CH:9][CH:10]=1)[NH2:7])([O-:3])=[O:2].P(=O)(O)(O)O.[CH3:16][C:17](=O)[C:18](=O)[CH3:19].C=O.[Cl-].[NH4+:25].[C:26](=O)([O-])O.[Na+]. The catalyst is O. The product is [CH3:16][C:17]1[N:25]=[CH:26][N:7]([C:6]2[CH:8]=[CH:9][CH:10]=[C:4]([N+:1]([O-:3])=[O:2])[CH:5]=2)[C:18]=1[CH3:19]. The yield is 0.0430. (8) The reactants are [CH2:1]([O:3][C:4](=[O:22])[CH2:5][CH2:6][CH:7]([C:13]1[CH:18]=[CH:17][CH:16]=[CH:15][C:14]=1[N+:19]([O-])=O)[O:8][Si:9]([CH3:12])([CH3:11])[CH3:10])[CH3:2]. The catalyst is CCOC(C)=O.[Pd]. The product is [CH2:1]([O:3][C:4](=[O:22])[CH2:5][CH2:6][CH:7]([C:13]1[CH:18]=[CH:17][CH:16]=[CH:15][C:14]=1[NH2:19])[O:8][Si:9]([CH3:10])([CH3:11])[CH3:12])[CH3:2]. The yield is 0.720. (9) The reactants are Br[C:2]1[CH:3]=[CH:4][C:5]2[C:11]3[N:12]=[C:13]([N:15]4[C:19]([CH3:21])([CH3:20])[CH2:18][N:17]([CH3:22])[C:16]4=[O:23])[S:14][C:10]=3[CH2:9][CH2:8][O:7][C:6]=2[CH:24]=1.[CH3:25][C:26]([OH:43])([CH3:42])[CH2:27][N:28]1[CH:32]=[C:31](B2OC(C)(C)C(C)(C)O2)[CH:30]=[N:29]1. No catalyst specified. The product is [OH:43][C:26]([CH3:42])([CH3:25])[CH2:27][N:28]1[CH:32]=[C:31]([C:2]2[CH:3]=[CH:4][C:5]3[C:11]4[N:12]=[C:13]([N:15]5[C:19]([CH3:21])([CH3:20])[CH2:18][N:17]([CH3:22])[C:16]5=[O:23])[S:14][C:10]=4[CH2:9][CH2:8][O:7][C:6]=3[CH:24]=2)[CH:30]=[N:29]1. The yield is 0.330. (10) The reactants are [CH3:1][O:2][CH2:3][CH2:4][CH2:5][O:6][C:7]1[CH:12]=[CH:11][N:10]=[C:9]([CH2:13][S:14][C:15]2[NH:19][C:18]3[CH:20]=[CH:21][CH:22]=[CH:23][C:17]=3[N:16]=2)[C:8]=1[CH3:24].[OH-:25].[Na+]. The catalyst is ClCCl. The product is [CH3:1][O:2][CH2:3][CH2:4][CH2:5][O:6][C:7]1[CH:12]=[CH:11][N:10]=[C:9]([CH2:13][S:14]([C:15]2[NH:16][C:17]3[CH:23]=[CH:22][CH:21]=[CH:20][C:18]=3[N:19]=2)=[O:25])[C:8]=1[CH3:24]. The yield is 0.235.